From a dataset of Catalyst prediction with 721,799 reactions and 888 catalyst types from USPTO. Predict which catalyst facilitates the given reaction. (1) Reactant: [Cl:1][CH2:2][C:3](Cl)=[O:4].[NH2:6][C:7]1[CH:12]=[CH:11][C:10]([Cl:13])=[CH:9][N:8]=1.C(N(CC)CC)C. Product: [Cl:1][CH2:2][C:3]([NH:6][C:7]1[CH:12]=[CH:11][C:10]([Cl:13])=[CH:9][N:8]=1)=[O:4]. The catalyst class is: 4. (2) Reactant: Br[C:2]1[N:6]([C:7]([O:9][C:10]([CH3:13])([CH3:12])[CH3:11])=[O:8])[C:5]([C:14]([O:16][CH2:17][C:18]2[CH:23]=[CH:22][CH:21]=[CH:20][CH:19]=2)=[O:15])=[CH:4][CH:3]=1.[CH3:24][O:25][CH2:26][C@H:27]([CH3:45])[O:28][C:29]1[CH:30]=[C:31]([OH:44])[CH:32]=[C:33](B2OC(C)(C)C(C)(C)O2)[CH:34]=1.C(=O)([O-])[O-].[K+].[K+]. Product: [OH:44][C:31]1[CH:32]=[C:33]([C:2]2[N:6]([C:7]([O:9][C:10]([CH3:13])([CH3:12])[CH3:11])=[O:8])[C:5]([C:14]([O:16][CH2:17][C:18]3[CH:23]=[CH:22][CH:21]=[CH:20][CH:19]=3)=[O:15])=[CH:4][CH:3]=2)[CH:34]=[C:29]([O:28][C@@H:27]([CH3:45])[CH2:26][O:25][CH3:24])[CH:30]=1. The catalyst class is: 38.